From a dataset of Full USPTO retrosynthesis dataset with 1.9M reactions from patents (1976-2016). Predict the reactants needed to synthesize the given product. Given the product [C:1]([C:3]1[CH:4]=[C:5]([C:13]2[O:17][N:16]=[C:15]([C:18]3[CH:19]=[CH:20][C:21]4[O:27][CH2:26][CH2:25][N:24]([CH2:28][CH2:29][CH2:30][C:31]([OH:33])=[O:32])[CH2:23][C:22]=4[CH:36]=3)[N:14]=2)[CH:6]=[CH:7][C:8]=1[O:9][CH:10]([CH3:11])[CH3:12])#[N:2], predict the reactants needed to synthesize it. The reactants are: [C:1]([C:3]1[CH:4]=[C:5]([C:13]2[O:17][N:16]=[C:15]([C:18]3[CH:19]=[CH:20][C:21]4[O:27][CH2:26][CH2:25][N:24]([CH2:28][CH2:29][CH2:30][C:31]([O:33]CC)=[O:32])[CH2:23][C:22]=4[CH:36]=3)[N:14]=2)[CH:6]=[CH:7][C:8]=1[O:9][CH:10]([CH3:12])[CH3:11])#[N:2].[OH-].[Na+].